From a dataset of Reaction yield outcomes from USPTO patents with 853,638 reactions. Predict the reaction yield, written as a fraction of the theoretical maximum amount of product (1.0 means a 100% yield; for example, 0.34 means a 34% yield). (1) The reactants are Cl[CH:2]([CH2:5][C:6]1[CH:16]=[CH:15][C:9]2[N:10]=[C:11]([S:13][CH3:14])[S:12][C:8]=2[CH:7]=1)[CH:3]=O.[NH2:17][C:18]1[N:23]=[N:22][C:21]([C:24]#[N:25])=[CH:20][CH:19]=1.O. The yield is 0.440. The catalyst is C(O)CCC. The product is [CH3:14][S:13][C:11]1[S:12][C:8]2[CH:7]=[C:6]([CH2:5][C:2]3[N:23]4[N:22]=[C:21]([C:24]#[N:25])[CH:20]=[CH:19][C:18]4=[N:17][CH:3]=3)[CH:16]=[CH:15][C:9]=2[N:10]=1. (2) The reactants are [O:1]1[C:5]2[CH:6]=[CH:7][CH:8]=[CH:9][C:4]=2[N:3]=[C:2]1[C:10]1[CH:17]=[CH:16][C:13]([CH:14]=[O:15])=[CH:12][CH:11]=1.N1CC[CH2:23][C@H:19]1[C:20](O)=[O:21].[NH4+].[Cl-].C(OCC)(=[O:30])C. No catalyst specified. The product is [O:1]1[C:5]2[CH:6]=[CH:7][CH:8]=[CH:9][C:4]=2[N:3]=[C:2]1[C:10]1[CH:17]=[CH:16][C:13]([CH:14]([OH:15])[CH:20]([OH:21])[C:19](=[O:30])[CH3:23])=[CH:12][CH:11]=1. The yield is 0.660. (3) The reactants are [O-:1][S:2]([C:5]([F:8])([F:7])[F:6])(=[O:4])=[O:3].[CH3:9][N:10]([CH3:23])[C:11]1[CH:12]=[C:13]2[C:18](=[CH:19][CH:20]=1)[N+:17]([CH3:21])=[C:16]([CH3:22])[CH:15]=[CH:14]2.[NH:24]1[C:32]2[C:27](=[CH:28][CH:29]=[CH:30][CH:31]=2)[C:26]([CH:33]=O)=[CH:25]1. The catalyst is CO.N1CCCCC1. The product is [O-:4][S:2]([C:5]([F:8])([F:7])[F:6])(=[O:3])=[O:1].[CH3:9][N:10]([CH3:23])[C:11]1[CH:12]=[C:13]2[C:18](=[CH:19][CH:20]=1)[N+:17]([CH3:21])=[C:16](/[CH:22]=[CH:33]/[C:26]1[C:27]3[C:32](=[CH:31][CH:30]=[CH:29][CH:28]=3)[NH:24][CH:25]=1)[CH:15]=[CH:14]2. The yield is 0.350. (4) The reactants are [N:1]1([C:5]([C:7]2[CH:8]=[C:9]([Cl:37])[C:10]([O:13][C:14]3[CH:15]=[C:16]([C:26]4[NH:30][C:29]([C:31]([NH:33][CH2:34][CH2:35]Cl)=[O:32])=[CH:28][CH:27]=4)[CH:17]=[C:18]([O:20][C@@H:21]([CH3:25])[CH2:22][O:23][CH3:24])[CH:19]=3)=[N:11][CH:12]=2)=[O:6])[CH2:4][CH2:3][CH2:2]1.[H-].[Na+].[Cl-].[NH4+]. The catalyst is O1CCCC1. The product is [N:1]1([C:5]([C:7]2[CH:8]=[C:9]([Cl:37])[C:10]([O:13][C:14]3[CH:19]=[C:18]([O:20][C@@H:21]([CH3:25])[CH2:22][O:23][CH3:24])[CH:17]=[C:16]([C:26]4[NH:30][C:29]([C:31]5[O:32][CH2:35][CH2:34][N:33]=5)=[CH:28][CH:27]=4)[CH:15]=3)=[N:11][CH:12]=2)=[O:6])[CH2:2][CH2:3][CH2:4]1. The yield is 0.620.